Dataset: Catalyst prediction with 721,799 reactions and 888 catalyst types from USPTO. Task: Predict which catalyst facilitates the given reaction. Reactant: [Br:1][C:2]1[CH:7]=[CH:6][N:5]=[C:4]2[N:8]([S:12]([C:15]3[CH:20]=[CH:19][CH:18]=[CH:17][CH:16]=3)(=[O:14])=[O:13])[C:9](I)=[CH:10][C:3]=12.[OH:21][CH2:22][C:23]1[CH:24]=[C:25](B(O)O)[CH:26]=[CH:27][CH:28]=1.C([O-])(O)=O.[Na+]. Product: [Br:1][C:2]1[CH:7]=[CH:6][N:5]=[C:4]2[N:8]([S:12]([C:15]3[CH:20]=[CH:19][CH:18]=[CH:17][CH:16]=3)(=[O:14])=[O:13])[C:9]([C:27]3[CH:28]=[C:23]([CH2:22][OH:21])[CH:24]=[CH:25][CH:26]=3)=[CH:10][C:3]=12. The catalyst class is: 203.